From a dataset of Reaction yield outcomes from USPTO patents with 853,638 reactions. Predict the reaction yield, written as a fraction of the theoretical maximum amount of product (1.0 means a 100% yield; for example, 0.34 means a 34% yield). (1) The reactants are [O:1]([C:3]1[CH:8]=[CH:7][N:6]=[CH:5][CH:4]=1)C.[C:9](Cl)([O:11][CH2:12][C:13]1[CH:18]=[CH:17][CH:16]=[CH:15][CH:14]=1)=[O:10].[CH2:20]([Mg]Br)[CH3:21].Cl. The catalyst is C1(C)C=CC=CC=1. The product is [CH2:20]([CH:7]1[CH2:8][C:3](=[O:1])[CH:4]=[CH:5][N:6]1[C:9]([O:11][CH2:12][C:13]1[CH:18]=[CH:17][CH:16]=[CH:15][CH:14]=1)=[O:10])[CH3:21]. The yield is 0.899. (2) The reactants are [C:1]1([C:7]([C:15]2[CH:20]=[CH:19][CH:18]=[CH:17][CH:16]=2)([C:9]2[CH:14]=[CH:13][CH:12]=[CH:11][CH:10]=2)[SH:8])[CH:6]=[CH:5][CH:4]=[CH:3][CH:2]=1.[H-].[Na+].CC1C=CC(S(O[C@H:34]2[CH2:37][C@@H:36]([N:38]3[CH2:43][CH2:42][CH2:41][CH2:40][CH2:39]3)[CH2:35]2)(=O)=O)=CC=1.O. The catalyst is CN(C)C=O. The product is [C:7]([S:8][C@H:34]1[CH2:37][C@H:36]([N:38]2[CH2:43][CH2:42][CH2:41][CH2:40][CH2:39]2)[CH2:35]1)([C:1]1[CH:2]=[CH:3][CH:4]=[CH:5][CH:6]=1)([C:9]1[CH:10]=[CH:11][CH:12]=[CH:13][CH:14]=1)[C:15]1[CH:16]=[CH:17][CH:18]=[CH:19][CH:20]=1. The yield is 0.790. (3) The reactants are CCN(S(F)(F)[F:7])CC.[N:10]1[CH:15]=[CH:14][CH:13]=[CH:12][C:11]=1[C:16]#[C:17][CH2:18][CH:19]([C:21]1[CH:30]=[N:29][C:28]2[C:23](=[CH:24][CH:25]=[CH:26][CH:27]=2)[N:22]=1)O. The catalyst is C(Cl)Cl. The product is [F:7][CH:19]([C:21]1[CH:30]=[N:29][C:28]2[C:23](=[CH:24][CH:25]=[CH:26][CH:27]=2)[N:22]=1)[CH2:18][C:17]#[C:16][C:11]1[CH:12]=[CH:13][CH:14]=[CH:15][N:10]=1. The yield is 0.330. (4) The reactants are C([S-])C.[Na+].[CH2:5]([O:12][C@@H:13]1[C@@H:18]([O:19][CH2:20][C:21]2[CH:26]=[CH:25][CH:24]=[CH:23][CH:22]=2)[C@H:17]([O:27][CH2:28][C:29]2[CH:34]=[CH:33][CH:32]=[CH:31][CH:30]=2)[C@@H:16]([CH2:35][O:36][CH2:37][C:38]2[CH:43]=[CH:42][CH:41]=[CH:40][CH:39]=2)[O:15][C@:14]1([C:48]1[CH:53]=[C:52]([CH2:54][C:55]2[CH:60]=[CH:59][C:58]([CH2:61][CH3:62])=[CH:57][CH:56]=2)[C:51]([Cl:63])=[CH:50][C:49]=1[O:64]C)[CH2:44][C:45]([CH3:47])=[CH2:46])[C:6]1[CH:11]=[CH:10][CH:9]=[CH:8][CH:7]=1. The yield is 0.920. The catalyst is CN(C=O)C. The product is [Cl:63][C:51]1[C:52]([CH2:54][C:55]2[CH:60]=[CH:59][C:58]([CH2:61][CH3:62])=[CH:57][CH:56]=2)=[CH:53][C:48]([C@@:14]2([CH2:44][C:45]([CH3:47])=[CH2:46])[C@H:13]([O:12][CH2:5][C:6]3[CH:7]=[CH:8][CH:9]=[CH:10][CH:11]=3)[C@@H:18]([O:19][CH2:20][C:21]3[CH:26]=[CH:25][CH:24]=[CH:23][CH:22]=3)[C@H:17]([O:27][CH2:28][C:29]3[CH:34]=[CH:33][CH:32]=[CH:31][CH:30]=3)[C@@H:16]([CH2:35][O:36][CH2:37][C:38]3[CH:39]=[CH:40][CH:41]=[CH:42][CH:43]=3)[O:15]2)=[C:49]([OH:64])[CH:50]=1.